From a dataset of Full USPTO retrosynthesis dataset with 1.9M reactions from patents (1976-2016). Predict the reactants needed to synthesize the given product. (1) The reactants are: Cl[C:2]1[C:10]([N+:11]([O-:13])=[O:12])=[CH:9][C:5]([C:6]([OH:8])=[O:7])=[CH:4][N:3]=1.[CH3:14][NH2:15]. Given the product [CH3:14][NH:15][C:2]1[C:10]([N+:11]([O-:13])=[O:12])=[CH:9][C:5]([C:6]([OH:8])=[O:7])=[CH:4][N:3]=1, predict the reactants needed to synthesize it. (2) Given the product [CH3:1][O:2][C:3]1[CH:8]=[CH:7][C:6]([C:13]2[CH:18]=[CH:17][CH:16]=[CH:15][C:14]=2[CH2:19][NH:20][S:21]([C:24]2[CH:29]=[CH:28][CH:27]=[CH:26][C:25]=2[O:30][CH3:31])(=[O:23])=[O:22])=[CH:5][CH:4]=1, predict the reactants needed to synthesize it. The reactants are: [CH3:1][O:2][C:3]1[CH:8]=[CH:7][C:6](B(O)O)=[CH:5][CH:4]=1.Br[C:13]1[CH:18]=[CH:17][CH:16]=[CH:15][C:14]=1[CH2:19][NH:20][S:21]([C:24]1[CH:29]=[CH:28][CH:27]=[CH:26][C:25]=1[O:30][CH3:31])(=[O:23])=[O:22].C([O-])([O-])=O.[Na+].[Na+]. (3) Given the product [Cl:14][C:15]1[CH:16]=[C:17]([CH:20]=[C:21]([Cl:23])[CH:22]=1)[CH2:18][N:10]1[CH:9]=[CH:8][CH:7]=[C:3]([C:4]([OH:6])=[O:5])[C:2]1=[O:1], predict the reactants needed to synthesize it. The reactants are: [OH:1][C:2]1[N:10]=[CH:9][CH:8]=[CH:7][C:3]=1[C:4]([OH:6])=[O:5].O.[OH-].[K+].[Cl:14][C:15]1[CH:16]=[C:17]([CH:20]=[C:21]([Cl:23])[CH:22]=1)[CH2:18]Cl. (4) Given the product [O:25]=[S:24]1(=[O:28])[C:18]2[CH:19]=[CH:20][CH:21]=[CH:16][C:17]=2[C:13]2[CH:12]=[C:11]([NH:10][C:7]3[N:8]=[N:9][C:4]([CH3:3])=[CH:5][CH:6]=3)[CH:23]=[CH:22][C:14]1=2, predict the reactants needed to synthesize it. The reactants are: OO.[CH3:3][C:4]1[N:9]=[N:8][C:7]([NH:10][C:11]2[CH:23]=[CH:22][C:14]3S[C:16]4[CH:21]=[CH:20][CH:19]=[CH:18][C:17]=4[C:13]=3[CH:12]=2)=[CH:6][CH:5]=1.[S:24](=[O:28])(=O)(O)[OH:25]. (5) Given the product [C:25]([C:2]1[CH:3]=[C:4]([CH:14]=[CH:15][C:16]=1[N:17]1[CH2:22][CH2:21][C:20]([CH3:24])([CH3:23])[CH2:19][CH2:18]1)[CH2:5][NH:6][C:7](=[O:13])[O:8][C:9]([CH3:12])([CH3:11])[CH3:10])#[N:26], predict the reactants needed to synthesize it. The reactants are: Br[C:2]1[CH:3]=[C:4]([CH:14]=[CH:15][C:16]=1[N:17]1[CH2:22][CH2:21][C:20]([CH3:24])([CH3:23])[CH2:19][CH2:18]1)[CH2:5][NH:6][C:7](=[O:13])[O:8][C:9]([CH3:12])([CH3:11])[CH3:10].[C:25]([Cu])#[N:26]. (6) Given the product [CH2:16]([O:15][C:13](=[O:14])[NH:7][CH2:6][C:5]1[CH:8]=[CH:9][C:2]([OH:1])=[CH:3][CH:4]=1)[C:17]1[CH:22]=[CH:21][CH:20]=[CH:19][CH:18]=1, predict the reactants needed to synthesize it. The reactants are: [OH:1][C:2]1[CH:9]=[CH:8][C:5]([CH2:6][NH2:7])=[CH:4][CH:3]=1.[OH-].[Na+].Cl[C:13]([O:15][CH2:16][C:17]1[CH:22]=[CH:21][CH:20]=[CH:19][CH:18]=1)=[O:14].C(OCC)(=O)C. (7) Given the product [F:29][C:30]([C:34]1[O:26][C:25]([C:20]23[CH2:23][CH2:24][C:17]([C:3]4[N:2]([CH3:1])[C:6]([C:7]5[CH:12]=[CH:11][CH:10]=[CH:9][C:8]=5[C:13]([F:15])([F:14])[F:16])=[N:5][N:4]=4)([CH2:18][CH2:19]2)[CH2:22][CH2:21]3)=[N:27][N:28]=1)([F:35])[CH3:31], predict the reactants needed to synthesize it. The reactants are: [CH3:1][N:2]1[C:6]([C:7]2[CH:12]=[CH:11][CH:10]=[CH:9][C:8]=2[C:13]([F:16])([F:15])[F:14])=[N:5][N:4]=[C:3]1[C:17]12[CH2:24][CH2:23][C:20]([C:25]([NH:27][NH2:28])=[O:26])([CH2:21][CH2:22]1)[CH2:19][CH2:18]2.[F:29][C:30]([F:35])([CH3:34])[C:31](O)=O.